Task: Regression. Given a peptide amino acid sequence and an MHC pseudo amino acid sequence, predict their binding affinity value. This is MHC class I binding data.. Dataset: Peptide-MHC class I binding affinity with 185,985 pairs from IEDB/IMGT The MHC is HLA-B07:02 with pseudo-sequence HLA-B07:02. The binding affinity (normalized) is 0.322. The peptide sequence is HERPVILSL.